This data is from Full USPTO retrosynthesis dataset with 1.9M reactions from patents (1976-2016). The task is: Predict the reactants needed to synthesize the given product. (1) Given the product [Cl:49][C:34]1[C:35]([NH:37][C@@H:38]2[CH2:43][CH2:42][CH2:41][CH2:40][C@H:39]2[NH:44][S:45]([CH3:48])(=[O:47])=[O:46])=[N:36][C:31]([NH:1][C:2]2[C:12]3[O:11][CH2:10][CH2:9][NH:8][C:7](=[O:13])[C:6]=3[CH:5]=[C:4]([F:14])[CH:3]=2)=[N:32][CH:33]=1, predict the reactants needed to synthesize it. The reactants are: [NH2:1][C:2]1[C:12]2[O:11][CH2:10][CH2:9][NH:8][C:7](=[O:13])[C:6]=2[CH:5]=[C:4]([F:14])[CH:3]=1.C12(CS(O)(=O)=O)C(C)(C)C(CC1)CC2=O.Cl[C:31]1[N:36]=[C:35]([NH:37][C@@H:38]2[CH2:43][CH2:42][CH2:41][CH2:40][C@H:39]2[NH:44][S:45]([CH3:48])(=[O:47])=[O:46])[C:34]([Cl:49])=[CH:33][N:32]=1.C(=O)([O-])[O-]. (2) Given the product [N:11]1([C:14]2[CH:15]=[CH:16][C:17]([CH2:20][OH:21])=[CH:18][CH:19]=2)[CH2:12][CH2:13][NH:8][CH2:9][CH2:10]1, predict the reactants needed to synthesize it. The reactants are: C([N:8]1[CH2:13][CH2:12][N:11]([C:14]2[CH:19]=[CH:18][C:17]([CH2:20][OH:21])=[CH:16][CH:15]=2)[CH2:10][CH2:9]1)C1C=CC=CC=1.